Dataset: Reaction yield outcomes from USPTO patents with 853,638 reactions. Task: Predict the reaction yield, written as a fraction of the theoretical maximum amount of product (1.0 means a 100% yield; for example, 0.34 means a 34% yield). (1) The reactants are [S:1]1[CH2:5][CH2:4][CH:3]([CH2:6][CH2:7][CH2:8][CH2:9][C:10]([OH:12])=O)[S:2]1.[CH3:13][C:14]1[N:15]=[C:16]([NH2:25])[S:17][C:18]=1[CH2:19][CH2:20][O:21][N+:22]([O-:24])=[O:23]. No catalyst specified. The product is [CH3:13][C:14]1[N:15]=[C:16]([NH:25][C:10](=[O:12])[CH2:9][CH2:8][CH2:7][CH2:6][CH:3]2[CH2:4][CH2:5][S:1][S:2]2)[S:17][C:18]=1[CH2:19][CH2:20][O:21][N+:22]([O-:24])=[O:23]. The yield is 0.510. (2) The reactants are [C:1]([C:4]1[C:5]([OH:14])=[C:6]([C:9]([CH3:13])=[C:10]([Cl:12])[CH:11]=1)[C:7]#[N:8])(=[O:3])[CH3:2].C(N(CC)CC)C.[F:22][C:23]([F:36])([F:35])[S:24](O[S:24]([C:23]([F:36])([F:35])[F:22])(=[O:26])=[O:25])(=[O:26])=[O:25]. The catalyst is C(Cl)Cl. The product is [F:22][C:23]([F:36])([F:35])[S:24]([O:14][C:5]1[C:4]([C:1](=[O:3])[CH3:2])=[CH:11][C:10]([Cl:12])=[C:9]([CH3:13])[C:6]=1[C:7]#[N:8])(=[O:26])=[O:25]. The yield is 0.420. (3) The yield is 0.230. The product is [C:9]([OH:13])(=[O:17])[CH3:10].[C:7]1([C:1]2[CH:2]=[CH:3][CH:4]=[CH:5][CH:6]=2)[CH:12]=[CH:11][CH:10]=[C:9]([O:13][CH2:21][C:22]([NH:24][CH:25]2[CH2:30][CH2:29][N:28]([CH2:31][C:32]3[CH:36]=[CH:35][N:34]([C:37]4[CH:38]=[CH:39][C:40]([C:43]([F:45])([F:44])[F:46])=[CH:41][CH:42]=4)[CH:33]=3)[CH2:27][CH2:26]2)=[O:23])[CH:8]=1. The catalyst is C1COCC1. The reactants are [C:1]1([C:7]2[CH:8]=[C:9]([OH:13])[CH:10]=[CH:11][CH:12]=2)[CH:6]=[CH:5][CH:4]=[CH:3][CH:2]=1.CC(C)([O-:17])C.[K+].Cl[CH2:21][C:22]([NH:24][CH:25]1[CH2:30][CH2:29][N:28]([CH2:31][C:32]2[CH:36]=[CH:35][N:34]([C:37]3[CH:42]=[CH:41][C:40]([C:43]([F:46])([F:45])[F:44])=[CH:39][CH:38]=3)[CH:33]=2)[CH2:27][CH2:26]1)=[O:23].